From a dataset of Reaction yield outcomes from USPTO patents with 853,638 reactions. Predict the reaction yield, written as a fraction of the theoretical maximum amount of product (1.0 means a 100% yield; for example, 0.34 means a 34% yield). (1) The reactants are [O:1]1[CH2:6][CH2:5][CH:4]([OH:7])[CH2:3][CH2:2]1.C1(P(C2C=CC=CC=2)C2C=CC=CC=2)C=CC=CC=1.[CH2:27]([C:29]1[N:30]=[C:31]([CH2:58][CH2:59][CH3:60])[N:32]([CH2:43][C:44]2[CH:49]=[CH:48][C:47]([C:50]3[C:51]([C:56]#[N:57])=[CH:52][CH:53]=[CH:54][CH:55]=3)=[CH:46][CH:45]=2)[C:33](=[O:42])[C:34]=1[C:35]1[CH:40]=[CH:39][C:38](O)=[CH:37][CH:36]=1)[CH3:28].[N:61]([C:69]([O:71]C(C)C)=[O:70])=[N:61][C:69]([O:71]C(C)C)=[O:70]. The catalyst is O1CCCC1.C(OCC)(=O)C. The product is [CH2:27]([C:29]1[N:30]=[C:31]([CH2:58][CH2:59][CH3:60])[N:32]([CH2:43][C:44]2[CH:49]=[CH:48][C:47]([C:50]3[CH:55]=[CH:54][CH:53]=[CH:52][C:51]=3[C:56]3[NH:61][C:69](=[O:70])[O:71][N:57]=3)=[CH:46][CH:45]=2)[C:33](=[O:42])[C:34]=1[C:35]1[CH:40]=[CH:39][C:38]([O:7][CH:4]2[CH2:5][CH2:6][O:1][CH2:2][CH2:3]2)=[CH:37][CH:36]=1)[CH3:28]. The yield is 0.360. (2) The reactants are [CH3:1][N:2]1[C:6]([CH2:7][C:8]([O:10][CH3:11])=[O:9])=[C:5]([N+:12]([O-:14])=[O:13])[CH:4]=[N:3]1.[H-].[Na+].[CH2:17](Br)[CH:18]=[CH2:19]. The catalyst is CN(C=O)C. The product is [CH3:1][N:2]1[C:6]([CH:7]([CH2:19][CH:18]=[CH2:17])[C:8]([O:10][CH3:11])=[O:9])=[C:5]([N+:12]([O-:14])=[O:13])[CH:4]=[N:3]1. The yield is 0.680. (3) The reactants are CC([O-])(C)C.[Na+].Cl[C:8]1[CH:13]=[CH:12][C:11]([CH3:14])=[CH:10][CH:9]=1.[CH3:15][CH:16]([CH3:20])[C:17](=[O:19])[CH3:18].[C:21]1([CH3:27])[CH:26]=[CH:25][CH:24]=[CH:23][CH:22]=1. The catalyst is C1C=CC(/C=C/C(/C=C/C2C=CC=CC=2)=O)=CC=1.C1C=CC(/C=C/C(/C=C/C2C=CC=CC=2)=O)=CC=1.C1C=CC(/C=C/C(/C=C/C2C=CC=CC=2)=O)=CC=1.[Pd].[Pd]. The product is [CH3:27][C:21]1[CH:26]=[CH:25][C:24]([CH:18]([C:8]2[CH:13]=[CH:12][C:11]([CH3:14])=[CH:10][CH:9]=2)[C:17](=[O:19])[CH:16]([CH3:20])[CH3:15])=[CH:23][CH:22]=1. The yield is 0.790. (4) The reactants are [OH:1][C:2]1[CH:7]=[CH:6][C:5]([O:8][C:9]2[CH:14]=[CH:13][CH:12]=[CH:11][CH:10]=2)=[CH:4][C:3]=1[C:15](=[O:17])[CH3:16].[O:18]1[CH2:23][CH2:22][CH2:21][C:20](=O)[CH2:19]1.N1CCCC1. The catalyst is C1(C)C=CC=CC=1. The product is [O:8]([C:5]1[CH:4]=[C:3]2[C:2](=[CH:7][CH:6]=1)[O:1][C:20]1([CH2:21][CH2:22][CH2:23][O:18][CH2:19]1)[CH2:16][C:15]2=[O:17])[C:9]1[CH:14]=[CH:13][CH:12]=[CH:11][CH:10]=1. The yield is 0.520.